Dataset: Reaction yield outcomes from USPTO patents with 853,638 reactions. Task: Predict the reaction yield, written as a fraction of the theoretical maximum amount of product (1.0 means a 100% yield; for example, 0.34 means a 34% yield). The reactants are [CH:1]1([C:6]([O:8][CH3:9])=[O:7])[CH2:5][CH2:4][CH2:3][CH2:2]1.[Li+].C[Si]([N-][Si](C)(C)C)(C)C.Br[CH2:21][CH2:22][CH2:23][CH2:24][CH:25]([CH3:27])[CH3:26].O. The catalyst is C1COCC1. The product is [CH3:26][CH:25]([CH3:27])[CH2:24][CH2:23][CH2:22][CH2:21][C:1]1([C:6]([O:8][CH3:9])=[O:7])[CH2:5][CH2:4][CH2:3][CH2:2]1. The yield is 0.210.